Dataset: TCR-epitope binding with 47,182 pairs between 192 epitopes and 23,139 TCRs. Task: Binary Classification. Given a T-cell receptor sequence (or CDR3 region) and an epitope sequence, predict whether binding occurs between them. (1) The epitope is RQLLFVVEV. The TCR CDR3 sequence is CASSATRLPGETQYF. Result: 1 (the TCR binds to the epitope). (2) The epitope is LLWNGPMAV. The TCR CDR3 sequence is CASSPGLGTYEQYF. Result: 1 (the TCR binds to the epitope). (3) The epitope is LLQTGIHVRVSQPSL. The TCR CDR3 sequence is CASRKLVNTGELFF. Result: 1 (the TCR binds to the epitope). (4) The epitope is VLAWLYAAV. The TCR CDR3 sequence is CASSQLPGPEAFF. Result: 0 (the TCR does not bind to the epitope). (5) The epitope is TAFTIPSI. The TCR CDR3 sequence is CASSLHRAEAFF. Result: 0 (the TCR does not bind to the epitope). (6) The epitope is GLCTLVAML. The TCR CDR3 sequence is CASSQVSGLAGGQNTGELFF. Result: 1 (the TCR binds to the epitope). (7) The epitope is PKYVKQNTLKLAT. The TCR CDR3 sequence is CASSESQTGDYEQYF. Result: 1 (the TCR binds to the epitope). (8) The epitope is SLVKPSFYV. Result: 1 (the TCR binds to the epitope). The TCR CDR3 sequence is CASSEELAVYNEQFF.